This data is from Reaction yield outcomes from USPTO patents with 853,638 reactions. The task is: Predict the reaction yield, written as a fraction of the theoretical maximum amount of product (1.0 means a 100% yield; for example, 0.34 means a 34% yield). (1) The reactants are [Cl:1][C:2]1[C:3]([N:33]=C(C2C=CC=CC=2)C2C=CC=CC=2)=[N:4][CH:5]=[CH:6][C:7]=1[O:8][C:9]1[CH:14]=[CH:13][C:12]([NH:15][C:16]([C:18]2[C:23](=[O:24])[C:22]([C:25]3[CH:30]=[CH:29][C:28]([F:31])=[CH:27][CH:26]=3)=[CH:21][NH:20][CH:19]=2)=[O:17])=[CH:11][C:10]=1[F:32].C(=O)([O-])[O-].[K+].[K+].[P:53]([O:65]CCl)([O:60]C(C)(C)C)([O:55][C:56](C)(C)C)=[O:54].Cl. The catalyst is CN(C=O)C.CCOC(C)=O.CCO.O. The product is [P:53]([OH:65])([OH:60])([O:55][CH2:56][N:20]1[CH:21]=[C:22]([C:25]2[CH:30]=[CH:29][C:28]([F:31])=[CH:27][CH:26]=2)[C:23](=[O:24])[C:18]([C:16](=[O:17])[NH:15][C:12]2[CH:13]=[CH:14][C:9]([O:8][C:7]3[CH:6]=[CH:5][N:4]=[C:3]([NH2:33])[C:2]=3[Cl:1])=[C:10]([F:32])[CH:11]=2)=[CH:19]1)=[O:54]. The yield is 0.930. (2) The reactants are C(=O)([O-])[O-].[K+].[K+].[OH-].[Na+].C(OC(OC(C)(C)C)=O)(OC(C)(C)C)=O.C(N(CC)C(C)C)(C)C.[C:33](Cl)(=[O:36])[CH2:34][CH3:35].[Br:38][C:39]1[CH:44]=[CH:43][C:42]([N:45]2[C:49]([CH2:50][CH:51]3[CH2:54][N:53]([C:55](=[O:58])[CH2:56][CH3:57])[CH2:52]3)=[N:48][NH:47][C:46]2=[O:59])=[C:41]([F:60])[CH:40]=1. The catalyst is ClCCl.O. The product is [Br:38][C:39]1[CH:44]=[CH:43][C:42]([N:45]2[C:49]([CH2:50][CH:51]3[CH2:52][N:53]([C:55](=[O:58])[CH2:56][CH3:57])[CH2:54]3)=[N:48][N:47]([C:33](=[O:36])[CH2:34][CH3:35])[C:46]2=[O:59])=[C:41]([F:60])[CH:40]=1. The yield is 0.0300. (3) The catalyst is C(O)CCC. The reactants are [Br:1][C:2]1[C:3](F)=[C:4]2[C:10]([NH:11][C:12](=[O:14])[CH3:13])=[CH:9][NH:8][C:5]2=[N:6][CH:7]=1.[NH:16]1[CH2:21][CH2:20][CH2:19][C@@H:18]([NH:22][C:23](=[O:29])[O:24][C:25]([CH3:28])([CH3:27])[CH3:26])[CH2:17]1.CC#N.O. The yield is 0.770. The product is [C:12]([NH:11][C:10]1[C:4]2[C:5](=[N:6][CH:7]=[C:2]([Br:1])[C:3]=2[N:16]2[CH2:21][CH2:20][CH2:19][C@@H:18]([NH:22][C:23](=[O:29])[O:24][C:25]([CH3:27])([CH3:26])[CH3:28])[CH2:17]2)[NH:8][CH:9]=1)(=[O:14])[CH3:13]. (4) The reactants are [Cl:1][C:2]1[CH:3]=[C:4]2[C:9](=[CH:10][CH:11]=1)[N:8]=[C:7]([CH2:12]Cl)[N:6]([C:14]1[CH:19]=[CH:18][CH:17]=[CH:16][C:15]=1[Cl:20])[C:5]2=[O:21].[N:22]1[C:30]([NH2:31])=[C:29]2[C:25]([N:26]=[CH:27][NH:28]2)=[N:24][CH:23]=1.C([O-])([O-])=O.[K+].[K+]. The catalyst is CN(C=O)C. The product is [NH2:31][C:30]1[N:22]=[CH:23][N:24]=[C:25]2[C:29]=1[N:28]=[CH:27][N:26]2[CH2:12][C:7]1[N:6]([C:14]2[CH:19]=[CH:18][CH:17]=[CH:16][C:15]=2[Cl:20])[C:5](=[O:21])[C:4]2[C:9](=[CH:10][CH:11]=[C:2]([Cl:1])[CH:3]=2)[N:8]=1. The yield is 0.390. (5) The reactants are CC[C@@H]1[C@@H]2C[C@H]([C@@H](OC3C4C(=CC=CC=4)C(O[C@@H](C4C=CN=C5C=4C=C(OC)C=C5)[C@@H]4N5C[C@H](CC)[C@@H](CC5)C4)=NN=3)C3C=CN=C4C=3C=C([O:22]C)C=C4)N(CC2)C1.C=C1C2[C:64](=[C:65]([O:71][CH:72]([F:74])[F:73])[CH:66]=[C:67]([Cl:70])[CH:68]=2)[O:63][CH2:62]C1.S([O-])([O-])=O.[Na+].[Na+].[C:81]([OH:85])([CH3:84])([CH3:83])[CH3:82]. The catalyst is O. The product is [OH:85][C@@:81]1([CH2:84][OH:22])[C:83]2[C:64](=[C:65]([O:71][CH:72]([F:74])[F:73])[CH:66]=[C:67]([Cl:70])[CH:68]=2)[O:63][CH2:62][CH2:82]1. The yield is 0.880. (6) The reactants are [F:1][C:2]1[C:17]([CH3:18])=[CH:16][C:5]2[N:6]([CH:10]3[CH2:15][CH2:14][NH:13][CH2:12][CH2:11]3)[C:7](=[O:9])[O:8][C:4]=2[CH:3]=1.S([O-])([O-])(=O)=O.[Mg+2].[CH3:25][C:26]([CH3:30])(O)[C:27]#[N:28].[O:31]1[CH2:36]CC(=O)C[CH2:32]1. The catalyst is CN(C)C(=O)C.ClCCl.O. The product is [F:1][C:2]1[C:17]([CH3:18])=[CH:16][C:5]2[N:6]([CH:10]3[CH2:11][CH2:12][N:13]([C:26]4([C:27]#[N:28])[CH2:30][CH2:36][O:31][CH2:32][CH2:25]4)[CH2:14][CH2:15]3)[C:7](=[O:9])[O:8][C:4]=2[CH:3]=1. The yield is 0.930. (7) The reactants are [NH:1]1[CH2:6][CH2:5][CH:4]([NH:7][C:8](=[O:14])[O:9][C:10]([CH3:13])([CH3:12])[CH3:11])[CH2:3][CH2:2]1.[Cl:15][C:16]1[N:17]=[N:18][C:19](Cl)=[CH:20][CH:21]=1. The catalyst is CN(C=O)C.O. The product is [Cl:15][C:16]1[N:17]=[N:18][C:19]([N:1]2[CH2:2][CH2:3][CH:4]([NH:7][C:8](=[O:14])[O:9][C:10]([CH3:11])([CH3:13])[CH3:12])[CH2:5][CH2:6]2)=[CH:20][CH:21]=1. The yield is 0.680. (8) The reactants are [Cl:1][C:2]1[CH:7]=[CH:6][C:5]([OH:8])=[C:4](I)[CH:3]=1.C(=O)([O-])[O-].[K+].[K+].CC1(C)C(C)(C)OB([C:24]2[CH:25]=[N:26][N:27]([C:29]([O:31][C:32]([CH3:35])([CH3:34])[CH3:33])=[O:30])[CH:28]=2)O1.ClCCl. The catalyst is O1CCOCC1.O.C1(P(C2C=CC=CC=2)C2C=CC=CC=2)C=CC=CC=1.C1(P(C2C=CC=CC=2)C2C=CC=CC=2)C=CC=CC=1.C1(P(C2C=CC=CC=2)C2C=CC=CC=2)C=CC=CC=1.C1(P(C2C=CC=CC=2)C2C=CC=CC=2)C=CC=CC=1.[Pd]. The product is [Cl:1][C:2]1[CH:7]=[CH:6][C:5]([OH:8])=[C:4]([C:24]2[CH:25]=[N:26][N:27]([C:29]([O:31][C:32]([CH3:35])([CH3:34])[CH3:33])=[O:30])[CH:28]=2)[CH:3]=1. The yield is 0.660.